From a dataset of NCI-60 drug combinations with 297,098 pairs across 59 cell lines. Regression. Given two drug SMILES strings and cell line genomic features, predict the synergy score measuring deviation from expected non-interaction effect. (1) Drug 1: CCC(=C(C1=CC=CC=C1)C2=CC=C(C=C2)OCCN(C)C)C3=CC=CC=C3.C(C(=O)O)C(CC(=O)O)(C(=O)O)O. Drug 2: CC1C(C(CC(O1)OC2CC(CC3=C2C(=C4C(=C3O)C(=O)C5=C(C4=O)C(=CC=C5)OC)O)(C(=O)CO)O)N)O.Cl. Cell line: SK-OV-3. Synergy scores: CSS=20.0, Synergy_ZIP=0.509, Synergy_Bliss=2.80, Synergy_Loewe=-1.08, Synergy_HSA=3.70. (2) Drug 1: CS(=O)(=O)CCNCC1=CC=C(O1)C2=CC3=C(C=C2)N=CN=C3NC4=CC(=C(C=C4)OCC5=CC(=CC=C5)F)Cl. Drug 2: C1=CN(C=N1)CC(O)(P(=O)(O)O)P(=O)(O)O. Cell line: MCF7. Synergy scores: CSS=3.14, Synergy_ZIP=-2.39, Synergy_Bliss=-2.35, Synergy_Loewe=-1.58, Synergy_HSA=-2.07. (3) Drug 1: C1CCC(CC1)NC(=O)N(CCCl)N=O. Drug 2: C1=NC2=C(N1)C(=S)N=CN2. Cell line: MCF7. Synergy scores: CSS=12.7, Synergy_ZIP=-11.2, Synergy_Bliss=-12.3, Synergy_Loewe=-22.6, Synergy_HSA=-11.1. (4) Drug 1: C1CCC(C1)C(CC#N)N2C=C(C=N2)C3=C4C=CNC4=NC=N3. Drug 2: C1CN(P(=O)(OC1)NCCCl)CCCl. Cell line: SW-620. Synergy scores: CSS=-1.86, Synergy_ZIP=-1.14, Synergy_Bliss=-8.75, Synergy_Loewe=-14.4, Synergy_HSA=-11.1. (5) Drug 1: C1CCC(CC1)NC(=O)N(CCCl)N=O. Drug 2: CN1C2=C(C=C(C=C2)N(CCCl)CCCl)N=C1CCCC(=O)O.Cl. Cell line: T-47D. Synergy scores: CSS=8.79, Synergy_ZIP=-6.65, Synergy_Bliss=-1.79, Synergy_Loewe=-5.30, Synergy_HSA=-1.28. (6) Drug 1: C1=NC2=C(N=C(N=C2N1C3C(C(C(O3)CO)O)F)Cl)N. Drug 2: C(CCl)NC(=O)N(CCCl)N=O. Cell line: SF-268. Synergy scores: CSS=11.0, Synergy_ZIP=-4.76, Synergy_Bliss=0.173, Synergy_Loewe=-2.57, Synergy_HSA=1.90.